This data is from Forward reaction prediction with 1.9M reactions from USPTO patents (1976-2016). The task is: Predict the product of the given reaction. (1) Given the reactants [OH:1][C:2]1[CH:7]=[CH:6][C:5]([CH2:8][C@H:9]([NH:13][S:14]([C:17]2[CH:22]=[CH:21][C:20]([CH3:23])=[CH:19][CH:18]=2)(=[O:16])=[O:15])[C:10]([OH:12])=[O:11])=[CH:4][C:3]=1[N+:24]([O-])=O.[CH3:27][CH2:28][O:29]C(C)=O, predict the reaction product. The product is: [C:28]([NH:24][C:3]1[CH:4]=[C:5]([CH2:8][C@H:9]([NH:13][S:14]([C:17]2[CH:22]=[CH:21][C:20]([CH3:23])=[CH:19][CH:18]=2)(=[O:16])=[O:15])[C:10]([OH:12])=[O:11])[CH:6]=[CH:7][C:2]=1[OH:1])(=[O:29])[CH3:27]. (2) The product is: [CH2:29]([C:8]1[CH:7]=[C:6]([O:5][CH2:4][CH2:3][CH2:2][NH:32][CH3:31])[CH:11]=[CH:10][C:9]=1[C:12]1[N:16]=[C:15]([C:17]2[CH:18]=[CH:19][C:20]([O:25][CH:26]([CH3:28])[CH3:27])=[C:21]([CH:24]=2)[C:22]#[N:23])[O:14][N:13]=1)[CH3:30]. Given the reactants Br[CH2:2][CH2:3][CH2:4][O:5][C:6]1[CH:11]=[CH:10][C:9]([C:12]2[N:16]=[C:15]([C:17]3[CH:18]=[CH:19][C:20]([O:25][CH:26]([CH3:28])[CH3:27])=[C:21]([CH:24]=3)[C:22]#[N:23])[O:14][N:13]=2)=[C:8]([CH2:29][CH3:30])[CH:7]=1.[CH3:31][NH2:32], predict the reaction product. (3) Given the reactants Cl.Cl.Cl[C:4]1[CH:9]=[CH:8][C:7]([C:10]2[NH:11][CH:12]=[C:13]([C:15]3[CH:20]=[CH:19][C:18]([Cl:21])=[C:17]([Cl:22])[CH:16]=3)[N:14]=2)=[CH:6][N:5]=1.[CH2:23]([N:27]1[CH2:32][CH2:31][NH:30][CH2:29][CH2:28]1)[CH:24]([CH3:26])[CH3:25].C(=O)([O-])[O-].[K+].[K+].[I-].[K+], predict the reaction product. The product is: [Cl:22][C:17]1[CH:16]=[C:15]([C:13]2[NH:14][C:10]([C:7]3[CH:8]=[CH:9][C:4]([N:30]4[CH2:31][CH2:32][N:27]([CH2:23][CH:24]([CH3:26])[CH3:25])[CH2:28][CH2:29]4)=[N:5][CH:6]=3)=[N:11][CH:12]=2)[CH:20]=[CH:19][C:18]=1[Cl:21]. (4) Given the reactants C[O:2][C:3](=[O:27])/[C:4](/[C:11]1[CH:16]=[CH:15][C:14]([N:17]2[C:21]([CH3:22])=[N:20][N:19]=[N:18]2)=[C:13]([S:23]([CH3:26])(=[O:25])=[O:24])[CH:12]=1)=[CH:5]/[CH:6]1[CH2:10][CH2:9][CH2:8][CH2:7]1.[OH-].[Na+], predict the reaction product. The product is: [CH:6]1(/[CH:5]=[C:4](\[C:11]2[CH:16]=[CH:15][C:14]([N:17]3[C:21]([CH3:22])=[N:20][N:19]=[N:18]3)=[C:13]([S:23]([CH3:26])(=[O:24])=[O:25])[CH:12]=2)/[C:3]([OH:27])=[O:2])[CH2:10][CH2:9][CH2:8][CH2:7]1.